Dataset: Forward reaction prediction with 1.9M reactions from USPTO patents (1976-2016). Task: Predict the product of the given reaction. (1) Given the reactants [F:1][C:2]1[CH:7]=[CH:6][CH:5]=[CH:4][C:3]=1[OH:8].C([O-])([O-])=O.[Cs+].[Cs+].Br[CH:16]([CH3:22])[C:17]([O:19][CH2:20][CH3:21])=[O:18], predict the reaction product. The product is: [CH2:20]([O:19][C:17](=[O:18])[CH:16]([O:8][C:3]1[CH:4]=[CH:5][CH:6]=[CH:7][C:2]=1[F:1])[CH3:22])[CH3:21]. (2) Given the reactants [CH3:1][O:2][CH:3]([O:9][CH3:10])[CH2:4][C:5]1([OH:8])[CH2:7][CH2:6]1.N1C=CC=CC=1.[C:17](OC(=O)C)(=[O:19])[CH3:18], predict the reaction product. The product is: [C:17]([O:8][C:5]1([CH2:4][CH:3]([O:9][CH3:10])[O:2][CH3:1])[CH2:7][CH2:6]1)(=[O:19])[CH3:18]. (3) Given the reactants [CH3:1][C:2]1[S:3][C:4]2[CH:10]=[CH:9][C:8]([C:11]([NH:13][CH2:14][CH2:15][C:16]3[CH:21]=[CH:20][C:19]([CH3:22])=[CH:18][CH:17]=3)=[O:12])=[CH:7][C:5]=2[N:6]=1.[Se](=O)=[O:24].[BH4-].[Na+].C(O)(C(F)(F)F)=O, predict the reaction product. The product is: [OH:24][CH2:1][C:2]1[S:3][C:4]2[CH:10]=[CH:9][C:8]([C:11]([NH:13][CH2:14][CH2:15][C:16]3[CH:17]=[CH:18][C:19]([CH3:22])=[CH:20][CH:21]=3)=[O:12])=[CH:7][C:5]=2[N:6]=1. (4) Given the reactants Cl[C:2]1[N:7]=[C:6]([O:8][CH:9]2[CH2:12][N:11]([C:13]3[CH:22]=[CH:21][C:20]4[C:15](=[CH:16][CH:17]=[CH:18][CH:19]=4)[N:14]=3)[CH2:10]2)[C:5]([C:23]2[CH2:28][CH2:27][N:26]([C:29]([O:31][C:32]([CH3:35])([CH3:34])[CH3:33])=[O:30])[CH2:25][CH:24]=2)=[CH:4][N:3]=1, predict the reaction product. The product is: [N:14]1[C:15]2[C:20](=[CH:19][CH:18]=[CH:17][CH:16]=2)[CH:21]=[CH:22][C:13]=1[N:11]1[CH2:12][CH:9]([O:8][C:6]2[C:5]([CH:23]3[CH2:24][CH2:25][N:26]([C:29]([O:31][C:32]([CH3:35])([CH3:34])[CH3:33])=[O:30])[CH2:27][CH2:28]3)=[CH:4][N:3]=[CH:2][N:7]=2)[CH2:10]1. (5) Given the reactants [H-].[Na+].O=[C:4]1[CH2:9][CH2:8][N:7]([C:10]([O:12][C:13]([CH3:16])([CH3:15])[CH3:14])=[O:11])[CH2:6][CH2:5]1.[O:17]1[CH2:21][CH2:20][CH2:19][CH2:18]1, predict the reaction product. The product is: [CH2:21]([O:17][CH2:14][C:13](=[O:12])[CH:15]=[C:4]1[CH2:9][CH2:8][N:7]([C:10]([O:12][C:13]([CH3:16])([CH3:15])[CH3:14])=[O:11])[CH2:6][CH2:5]1)[C:20]1[CH:9]=[CH:4][CH:5]=[CH:18][CH:19]=1. (6) Given the reactants [CH3:1][C:2]([CH3:19])([CH3:18])[CH2:3][NH:4][C:5]1[C:14]2[C:9](=[CH:10][CH:11]=[C:12]([OH:15])[CH:13]=2)[N:8]=[C:7]([C:16]#[N:17])[N:6]=1.Cl.Cl[CH2:22][C:23]1[CH:24]=[N:25][CH:26]=[CH:27][CH:28]=1.C(=O)([O-])[O-].[Cs+].[Cs+].O, predict the reaction product. The product is: [CH3:1][C:2]([CH3:19])([CH3:18])[CH2:3][NH:4][C:5]1[C:14]2[C:9](=[CH:10][CH:11]=[C:12]([O:15][CH2:22][C:23]3[CH:24]=[N:25][CH:26]=[CH:27][CH:28]=3)[CH:13]=2)[N:8]=[C:7]([C:16]#[N:17])[N:6]=1. (7) Given the reactants [OH:1][C:2]1[C:3](=[O:35])[N:4]([C:28]2[N:29]=[N:30][C:31]([CH3:34])=[CH:32][CH:33]=2)[CH:5]([C:18]2[CH:19]=[N:20][C:21]([C:24]([F:27])([F:26])[F:25])=[CH:22][CH:23]=2)[C:6]=1[C:7](=[O:17])[C:8]1[CH:13]=[CH:12][C:11]([CH:14]([CH3:16])[CH3:15])=[CH:10][CH:9]=1.[C:36]([O:46][CH3:47])(=[O:45])[C@H:37]([C:39]1[CH:44]=[CH:43][CH:42]=[CH:41][CH:40]=1)O, predict the reaction product. The product is: [CH3:47][O:46][C:36](=[O:45])[C@H:37]([O:1][C:2]1[C:3](=[O:35])[N:4]([C:28]2[N:29]=[N:30][C:31]([CH3:34])=[CH:32][CH:33]=2)[C@H:5]([C:18]2[CH:19]=[N:20][C:21]([C:24]([F:25])([F:26])[F:27])=[CH:22][CH:23]=2)[C:6]=1[C:7](=[O:17])[C:8]1[CH:13]=[CH:12][C:11]([CH:14]([CH3:16])[CH3:15])=[CH:10][CH:9]=1)[C:39]1[CH:40]=[CH:41][CH:42]=[CH:43][CH:44]=1.